Dataset: NCI-60 drug combinations with 297,098 pairs across 59 cell lines. Task: Regression. Given two drug SMILES strings and cell line genomic features, predict the synergy score measuring deviation from expected non-interaction effect. (1) Drug 1: C1=C(C(=O)NC(=O)N1)N(CCCl)CCCl. Drug 2: C1C(C(OC1N2C=C(C(=O)NC2=O)F)CO)O. Cell line: NCIH23. Synergy scores: CSS=40.9, Synergy_ZIP=-4.44, Synergy_Bliss=-0.725, Synergy_Loewe=-0.470, Synergy_HSA=2.67. (2) Drug 1: CS(=O)(=O)CCNCC1=CC=C(O1)C2=CC3=C(C=C2)N=CN=C3NC4=CC(=C(C=C4)OCC5=CC(=CC=C5)F)Cl. Drug 2: C(=O)(N)NO. Cell line: MALME-3M. Synergy scores: CSS=-0.285, Synergy_ZIP=0.131, Synergy_Bliss=-1.33, Synergy_Loewe=-0.472, Synergy_HSA=-1.82.